Dataset: Full USPTO retrosynthesis dataset with 1.9M reactions from patents (1976-2016). Task: Predict the reactants needed to synthesize the given product. (1) Given the product [F:1][C:2]1[CH:3]=[C:4]([CH2:9][C@@H:10]([C:25]2[C:30]([C:31]3[CH:32]=[C:33]([CH:37]=[CH:38][CH:39]=3)[C:34]([NH2:36])=[O:35])=[CH:29][CH:28]=[CH:27][N:26]=2)[NH:11][C:12](=[O:24])[CH2:13][C:14]2[C:22]3[C:17](=[CH:18][CH:19]=[C:20]([F:23])[CH:21]=3)[NH:16][C:15]=2[CH3:41])[CH:5]=[C:6]([F:8])[CH:7]=1, predict the reactants needed to synthesize it. The reactants are: [F:1][C:2]1[CH:3]=[C:4]([CH2:9][C@@H:10]([C:25]2[C:30]([C:31]3[CH:32]=[C:33]([CH:37]=[CH:38][CH:39]=3)[C:34]([NH2:36])=[O:35])=[CH:29][CH:28]=[CH:27][N:26]=2)[NH:11][C:12](=[O:24])[CH2:13][C:14]2[C:22]3[C:17](=[CH:18][CH:19]=[C:20]([F:23])[CH:21]=3)[NH:16][CH:15]=2)[CH:5]=[C:6]([F:8])[CH:7]=1.F[C:41](F)(F)C(O)=O.N[C@H](C1C(C2C=C(C=CC=2)C(N)=O)=CC=CN=1)CC1C=C(F)C=C(F)C=1.FC1C=C2C(=CC=1)NC(C)=C2CC(O)=O. (2) Given the product [C:32]([C:36]1[CH:41]=[CH:40][C:39]([C:26]2[CH:25]=[CH:24][C:23]([O:22][CH:14]([C:11]3[CH:10]=[CH:9][C:8]([C:7]([NH:6][CH2:5][CH2:4][C:3]([OH:2])=[O:31])=[O:30])=[CH:13][CH:12]=3)[CH2:15][CH2:16][CH2:17][C:18]([F:19])([F:21])[F:20])=[CH:28][CH:27]=2)=[CH:38][CH:37]=1)([CH3:35])([CH3:34])[CH3:33], predict the reactants needed to synthesize it. The reactants are: C[O:2][C:3](=[O:31])[CH2:4][CH2:5][NH:6][C:7](=[O:30])[C:8]1[CH:13]=[CH:12][C:11]([CH:14]([O:22][C:23]2[CH:28]=[CH:27][C:26](Br)=[CH:25][CH:24]=2)[CH2:15][CH2:16][CH2:17][C:18]([F:21])([F:20])[F:19])=[CH:10][CH:9]=1.[C:32]([C:36]1[CH:41]=[CH:40][C:39](B(O)O)=[CH:38][CH:37]=1)([CH3:35])([CH3:34])[CH3:33]. (3) Given the product [CH2:21]([O:20][C:18](=[O:19])[NH:17][C:6]1[C:7](=[O:16])[N:8]2[C:12](=[C:4]([C:1](=[O:3])[CH3:2])[CH:5]=1)[CH2:11][CH2:10][C@H:9]2[C:13](=[O:14])[NH:44][CH2:43][C:40]1[CH:41]=[CH:42][C:37]([C:35]([NH:34][C:33]([O:32][C:28]([CH3:31])([CH3:30])[CH3:29])=[O:45])=[NH:36])=[CH:38][CH:39]=1)[C:22]1[CH:23]=[CH:24][CH:25]=[CH:26][CH:27]=1, predict the reactants needed to synthesize it. The reactants are: [C:1]([C:4]1[CH:5]=[C:6]([NH:17][C:18]([O:20][CH2:21][C:22]2[CH:27]=[CH:26][CH:25]=[CH:24][CH:23]=2)=[O:19])[C:7](=[O:16])[N:8]2[C:12]=1[CH2:11][CH2:10][C@H:9]2[C:13](O)=[O:14])(=[O:3])[CH3:2].[C:28]([O:32][C:33](=[O:45])[NH:34][C:35]([C:37]1[CH:42]=[CH:41][C:40]([CH2:43][NH2:44])=[CH:39][CH:38]=1)=[NH:36])([CH3:31])([CH3:30])[CH3:29].C1CN([P+](ON2N=NC3C=CC=NC2=3)(N2CCCC2)N2CCCC2)CC1.F[P-](F)(F)(F)(F)F.CCN(C(C)C)C(C)C. (4) Given the product [CH3:28][O:27][C:25](=[O:26])[C:24]1[CH:29]=[C:20]([CH2:19][O:15][C:12]2[CH:11]=[CH:10][C:9]([C:5]3[CH:6]=[C:7]([F:8])[C:2]([F:1])=[CH:3][C:4]=3[O:16][CH3:17])=[CH:14][CH:13]=2)[CH:21]=[N:22][CH:23]=1, predict the reactants needed to synthesize it. The reactants are: [F:1][C:2]1[C:7]([F:8])=[CH:6][C:5]([C:9]2[CH:14]=[CH:13][C:12]([OH:15])=[CH:11][CH:10]=2)=[C:4]([O:16][CH3:17])[CH:3]=1.O[CH2:19][C:20]1[CH:21]=[N:22][CH:23]=[C:24]([CH:29]=1)[C:25]([O:27][CH3:28])=[O:26].C1(P(C2C=CC=CC=2)C2C=CC=CC=2)C=CC=CC=1.N(C(OC(C)C)=O)=NC(OC(C)C)=O.